From a dataset of Peptide-MHC class I binding affinity with 185,985 pairs from IEDB/IMGT. Regression. Given a peptide amino acid sequence and an MHC pseudo amino acid sequence, predict their binding affinity value. This is MHC class I binding data. (1) The peptide sequence is DVTTFLSM. The MHC is Mamu-A02 with pseudo-sequence Mamu-A02. The binding affinity (normalized) is 0.405. (2) The peptide sequence is FLWEDQTLL. The MHC is HLA-A68:02 with pseudo-sequence HLA-A68:02. The binding affinity (normalized) is 0.206. (3) The peptide sequence is WMYEGKHVL. The MHC is HLA-A02:16 with pseudo-sequence HLA-A02:16. The binding affinity (normalized) is 1.00. (4) The peptide sequence is KTKEIEQVY. The MHC is HLA-A29:02 with pseudo-sequence HLA-A29:02. The binding affinity (normalized) is 0.214. (5) The peptide sequence is SLICGAALY. The MHC is HLA-B15:01 with pseudo-sequence HLA-B15:01. The binding affinity (normalized) is 0.661.